From a dataset of Forward reaction prediction with 1.9M reactions from USPTO patents (1976-2016). Predict the product of the given reaction. (1) Given the reactants [H-].[Na+].[O:3]1[C:7]2([CH2:12][CH2:11][CH:10]([C:13]3[C:21]4[C:16](=[CH:17][CH:18]=[C:19]([C:22]#[N:23])[CH:20]=4)[NH:15][CH:14]=3)[CH2:9][CH2:8]2)[O:6][CH2:5][CH2:4]1.[CH2:24](Br)[CH3:25], predict the reaction product. The product is: [O:6]1[C:7]2([CH2:12][CH2:11][CH:10]([C:13]3[C:21]4[C:16](=[CH:17][CH:18]=[C:19]([C:22]#[N:23])[CH:20]=4)[N:15]([CH2:24][CH3:25])[CH:14]=3)[CH2:9][CH2:8]2)[O:3][CH2:4][CH2:5]1. (2) Given the reactants [C:1]([O:5][C:6](=[O:24])[NH:7][C@:8]([CH2:22][OH:23])([CH3:21])[CH2:9][CH2:10][C:11]1[CH:16]=[CH:15][C:14]([OH:17])=[C:13]([N+:18]([O-])=O)[CH:12]=1)([CH3:4])([CH3:3])[CH3:2].[H][H], predict the reaction product. The product is: [C:1]([O:5][C:6](=[O:24])[NH:7][C@:8]([CH2:22][OH:23])([CH3:21])[CH2:9][CH2:10][C:11]1[CH:16]=[CH:15][C:14]([OH:17])=[C:13]([NH2:18])[CH:12]=1)([CH3:4])([CH3:2])[CH3:3]. (3) The product is: [S:56]1[C:60]([C:61]2[CH:62]=[CH:63][C:64]([NH:67][C:36]([C:15]3[O:16][C:17]4[C:12]([C:13](=[O:18])[CH:14]=3)=[CH:11][CH:10]=[CH:9][C:8]=4[N:5]3[CH2:6][CH2:7][N:2]([CH3:1])[CH2:3][CH2:4]3)=[O:37])=[CH:65][CH:66]=2)=[CH:59][N:58]=[N:57]1. Given the reactants [CH3:1][N:2]1[CH2:7][CH2:6][N:5]([C:8]2[CH:9]=[CH:10][CH:11]=[C:12]3[C:17]=2[O:16][CH:15]=[CH:14][C:13]3=[O:18])[CH2:4][CH2:3]1.CN1CCN(C2C=CC3C(C=2)=CC=C2C=3[O:37][C:36](C(NC3C=CC(N4CCOCC4)=CC=3)=O)=CC2=O)CC1.[S:56]1[C:60]([C:61]2[CH:66]=[CH:65][C:64]([NH2:67])=[CH:63][CH:62]=2)=[CH:59][N:58]=[N:57]1, predict the reaction product. (4) The product is: [F:38][C:35]1[CH:36]=[CH:37][C:32]([CH2:31][N:10]2[C:11](=[O:30])[C:12]([C:13]3[NH:18][C:17]4[CH:19]=[CH:20][C:21]([NH:23][S:24]([CH3:27])(=[O:25])=[O:26])=[CH:22][C:16]=4[S:15](=[O:28])(=[O:29])[N:14]=3)=[C:3]([OH:4])[CH:5]3[CH2:9][CH2:8][CH2:7][N:6]23)=[CH:33][CH:34]=1. Given the reactants CO[C:3]([CH:5]1[CH2:9][CH2:8][CH2:7][N:6]1[N:10]([CH2:31][C:32]1[CH:37]=[CH:36][C:35]([F:38])=[CH:34][CH:33]=1)[C:11](=[O:30])[CH2:12][C:13]1[NH:18][C:17]2[CH:19]=[CH:20][C:21]([NH:23][S:24]([CH3:27])(=[O:26])=[O:25])=[CH:22][C:16]=2[S:15](=[O:29])(=[O:28])[N:14]=1)=[O:4].[O-]CC.[Na+], predict the reaction product.